From a dataset of Forward reaction prediction with 1.9M reactions from USPTO patents (1976-2016). Predict the product of the given reaction. (1) Given the reactants C([O:3][C:4](=O)[CH2:5][S:6][C:7]1[CH:12]=[CH:11][C:10]([CH2:13][O:14][C:15](=[O:17])[CH3:16])=[CH:9][C:8]=1[N+:18]([O-])=O)C, predict the reaction product. The product is: [O:3]=[C:4]1[NH:18][C:8]2[CH:9]=[C:10]([CH2:13][O:14][C:15](=[O:17])[CH3:16])[CH:11]=[CH:12][C:7]=2[S:6][CH2:5]1. (2) Given the reactants Br[C:2]1[CH:7]=[CH:6][C:5]([C:8]2[N:9]=[CH:10][C:11]([NH2:14])=[N:12][CH:13]=2)=[C:4]([F:15])[C:3]=1[F:16].[CH3:17][S:18]([C:21]1[CH:26]=[CH:25][CH:24]=[CH:23][C:22]=1B(O)O)(=[O:20])=[O:19].C([O-])([O-])=O.[K+].[K+].C(Cl)Cl, predict the reaction product. The product is: [F:16][C:3]1[C:4]([F:15])=[C:5]([C:8]2[N:9]=[CH:10][C:11]([NH2:14])=[N:12][CH:13]=2)[CH:6]=[CH:7][C:2]=1[C:22]1[CH:23]=[CH:24][CH:25]=[CH:26][C:21]=1[S:18]([CH3:17])(=[O:20])=[O:19]. (3) Given the reactants [NH:1]1[CH2:6][CH2:5][CH:4]([NH:7][C:8]2[N:13]=[C:12]([NH:14][C:15]3[CH:20]=[CH:19][CH:18]=[C:17]([C:21]([F:24])([F:23])[F:22])[CH:16]=3)[N:11]=[C:10]([O:25][CH2:26][C:27]([F:30])([F:29])[F:28])[N:9]=2)[CH2:3][CH2:2]1.[F:31][C:32]1[CH:37]=[CH:36][C:35]([S:38](Cl)(=[O:40])=[O:39])=[CH:34][C:33]=1[C:42]([F:45])([F:44])[F:43], predict the reaction product. The product is: [F:31][C:32]1[CH:37]=[CH:36][C:35]([S:38]([N:1]2[CH2:2][CH2:3][CH:4]([NH:7][C:8]3[N:13]=[C:12]([NH:14][C:15]4[CH:20]=[CH:19][CH:18]=[C:17]([C:21]([F:24])([F:23])[F:22])[CH:16]=4)[N:11]=[C:10]([O:25][CH2:26][C:27]([F:30])([F:28])[F:29])[N:9]=3)[CH2:5][CH2:6]2)(=[O:39])=[O:40])=[CH:34][C:33]=1[C:42]([F:45])([F:43])[F:44]. (4) The product is: [N:3]1([CH2:13][CH2:14][CH2:15][CH2:16][O:17][C:18]2[C:19](=[O:32])[CH:20]=[C:21]([CH2:24][O:25][CH:26]3[CH2:31][CH2:30][CH2:29][CH2:28][O:27]3)[O:22][CH:23]=2)[C:11]2[C:6](=[CH:7][CH:8]=[CH:9][CH:10]=2)[CH:5]=[CH:4]1. Given the reactants [H-].[Na+].[NH:3]1[C:11]2[C:6](=[CH:7][CH:8]=[CH:9][CH:10]=2)[CH:5]=[CH:4]1.Br[CH2:13][CH2:14][CH2:15][CH2:16][O:17][C:18]1[C:19](=[O:32])[CH:20]=[C:21]([CH2:24][O:25][CH:26]2[CH2:31][CH2:30][CH2:29][CH2:28][O:27]2)[O:22][CH:23]=1, predict the reaction product. (5) Given the reactants [NH2:1][CH:2]1[CH2:7][CH2:6][CH2:5][CH2:4][CH:3]1[NH:8][C:9]1[CH:14]=[C:13]([C:15]2[CH:20]=[CH:19][CH:18]=[C:17]([CH3:21])[C:16]=2[CH3:22])[N:12]=[C:11]([NH2:23])[N:10]=1.C(=O)(OC(C)(C)C)[O:25][C:26]([O:28][C:29]([CH3:32])([CH3:31])[CH3:30])=O.CCN(CC)CC, predict the reaction product. The product is: [NH2:23][C:11]1[N:10]=[C:9]([NH:8][CH:3]2[CH2:4][CH2:5][CH2:6][CH2:7][CH:2]2[NH:1][C:26](=[O:25])[O:28][C:29]([CH3:32])([CH3:31])[CH3:30])[CH:14]=[C:13]([C:15]2[CH:20]=[CH:19][CH:18]=[C:17]([CH3:21])[C:16]=2[CH3:22])[N:12]=1. (6) Given the reactants [NH2:1][C:2]1[CH:7]=[CH:6][CH:5]=[CH:4][C:3]=1[CH2:8][CH3:9].[CH3:10][S:11](Cl)(=[O:13])=[O:12].[Cl-].[Cl-].[Cl-].[Al+3].[C:19](Cl)(=[O:22])[CH2:20][CH3:21].Cl, predict the reaction product. The product is: [CH2:8]([C:3]1[CH:4]=[C:5]([C:19](=[O:22])[CH2:20][CH3:21])[CH:6]=[CH:7][C:2]=1[NH:1][S:11]([CH3:10])(=[O:13])=[O:12])[CH3:9]. (7) Given the reactants C(Cl)(=O)C(Cl)=O.[Cl:7][C:8]1[CH:9]=[C:10]([CH2:20][C:21]2[O:25][C:24]([C:26]([OH:28])=O)=[CH:23][CH:22]=2)[C:11]2[O:15][C:14]([CH:16]([CH3:18])[CH3:17])=[CH:13][C:12]=2[CH:19]=1.[NH2:29][N:30]1[CH2:35][CH2:34][O:33][CH2:32][CH2:31]1, predict the reaction product. The product is: [Cl:7][C:8]1[CH:9]=[C:10]([CH2:20][C:21]2[O:25][C:24]([C:26]([NH:29][N:30]3[CH2:35][CH2:34][O:33][CH2:32][CH2:31]3)=[O:28])=[CH:23][CH:22]=2)[C:11]2[O:15][C:14]([CH:16]([CH3:18])[CH3:17])=[CH:13][C:12]=2[CH:19]=1.